This data is from Forward reaction prediction with 1.9M reactions from USPTO patents (1976-2016). The task is: Predict the product of the given reaction. Given the reactants [S:1]1[CH:5]=[CH:4][CH:3]=[C:2]1[C:6]1[CH:11]=[CH:10][N:9]=[C:8]2[N:12]([C@@H:15]3[O:21][C@H:20]([CH2:22][OH:23])[C@@H:18]([OH:19])[C@H:16]3[OH:17])[CH:13]=[N:14][C:7]=12.[CH3:24][O:25][C:26]1[CH:47]=[CH:46][C:29]([C:30](Cl)([C:39]2[CH:44]=[CH:43][CH:42]=[CH:41][CH:40]=2)[C:31]2[CH:36]=[CH:35][C:34]([O:37][CH3:38])=[CH:33][CH:32]=2)=[CH:28][CH:27]=1.C([O-])(O)=O.[Na+], predict the reaction product. The product is: [S:1]1[CH:5]=[CH:4][CH:3]=[C:2]1[C:6]1[CH:11]=[CH:10][N:9]=[C:8]2[N:12]([C@@H:15]3[O:21][C@H:20]([CH2:22][O:23][C:30]([C:39]4[CH:44]=[CH:43][CH:42]=[CH:41][CH:40]=4)([C:31]4[CH:36]=[CH:35][C:34]([O:37][CH3:38])=[CH:33][CH:32]=4)[C:29]4[CH:28]=[CH:27][C:26]([O:25][CH3:24])=[CH:47][CH:46]=4)[C@@H:18]([OH:19])[C@H:16]3[OH:17])[CH:13]=[N:14][C:7]=12.